The task is: Predict which catalyst facilitates the given reaction.. This data is from Catalyst prediction with 721,799 reactions and 888 catalyst types from USPTO. Product: [O:16]1[CH:20]=[C:19]([C:21]2[CH:22]=[C:23]([CH:24]3[C:8]([C:9]4[CH:14]=[CH:13][CH:12]=[CH:11][CH:10]=4)=[C:7]([C:1]4[CH:6]=[CH:5][CH:4]=[CH:3][CH:2]=4)[NH:32][C:30](=[O:31])[NH:29]3)[CH:26]=[CH:27][CH:28]=2)[CH:18]=[N:17]1. Reactant: [C:1]1([C:7](=O)[CH2:8][C:9]2[CH:14]=[CH:13][CH:12]=[CH:11][CH:10]=2)[CH:6]=[CH:5][CH:4]=[CH:3][CH:2]=1.[O:16]1[CH:20]=[C:19]([C:21]2[CH:22]=[C:23]([CH:26]=[CH:27][CH:28]=2)[CH:24]=O)[CH:18]=[N:17]1.[NH2:29][C:30]([NH2:32])=[O:31].Cl. The catalyst class is: 14.